From a dataset of Full USPTO retrosynthesis dataset with 1.9M reactions from patents (1976-2016). Predict the reactants needed to synthesize the given product. (1) The reactants are: [Cl:1][C:2]1[CH:3]=[C:4]([C@H:9]([NH:16]C(=O)OC(C)(C)C)[CH2:10][CH2:11][S:12]([CH3:15])(=[O:14])=[O:13])[CH:5]=[CH:6][C:7]=1[Cl:8].Cl.O1CCOCC1. Given the product [ClH:1].[Cl:1][C:2]1[CH:3]=[C:4]([C@H:9]([NH2:16])[CH2:10][CH2:11][S:12]([CH3:15])(=[O:14])=[O:13])[CH:5]=[CH:6][C:7]=1[Cl:8], predict the reactants needed to synthesize it. (2) Given the product [CH2:42]([O:41][C:39](=[O:40])[CH2:38][CH2:37][CH2:36][CH2:35][CH2:34][O:28][CH2:27][CH2:26][O:25][CH2:24][CH2:23][O:22][CH2:21][CH2:20][O:19][CH2:18][CH2:17][O:16][CH2:15][CH2:14][O:13][CH2:12][CH2:11][O:10][CH2:3][C:4]1[CH:5]=[CH:6][CH:7]=[CH:8][CH:9]=1)[CH3:43], predict the reactants needed to synthesize it. The reactants are: [H-].[Na+].[CH2:3]([O:10][CH2:11][CH2:12][O:13][CH2:14][CH2:15][O:16][CH2:17][CH2:18][O:19][CH2:20][CH2:21][O:22][CH2:23][CH2:24][O:25][CH2:26][CH2:27][OH:28])[C:4]1[CH:9]=[CH:8][CH:7]=[CH:6][CH:5]=1.CS(O[CH2:34][CH2:35][CH2:36][CH2:37][CH2:38][C:39]([O:41][CH2:42][CH3:43])=[O:40])(=O)=O. (3) Given the product [CH3:29][C:24]1([CH3:30])[C:25]([CH3:28])([CH3:27])[O:26][B:22]([C:7]2[CH2:13][CH:12]3[N:14]([C:15]([O:17][CH2:18][CH3:19])=[O:16])[CH:9]([CH2:10][CH2:11]3)[CH:8]=2)[O:23]1, predict the reactants needed to synthesize it. The reactants are: FC(F)(F)S(O[C:7]1[CH2:13][CH:12]2[N:14]([C:15]([O:17][CH2:18][CH3:19])=[O:16])[CH:9]([CH2:10][CH2:11]2)[CH:8]=1)(=O)=O.[B:22]1([B:22]2[O:26][C:25]([CH3:28])([CH3:27])[C:24]([CH3:30])([CH3:29])[O:23]2)[O:26][C:25]([CH3:28])([CH3:27])[C:24]([CH3:30])([CH3:29])[O:23]1.C([O-])(=O)C.[K+].C(Cl)Cl.